Binary Classification. Given a miRNA mature sequence and a target amino acid sequence, predict their likelihood of interaction. From a dataset of Experimentally validated miRNA-target interactions with 360,000+ pairs, plus equal number of negative samples. (1) The miRNA is hsa-miR-200b-3p with sequence UAAUACUGCCUGGUAAUGAUGA. The protein sequence of the target gene is MATRRLTDAFLLLRNNSIQNRQLLAEQVSSHITSSPLHSRSIAAELDELADDRMALVSGISLDPEAAIGVTKRPPPKWVDGVDEIQYDVGRIKQKMKELASLHDKHLNRPTLDDSSEEEHAIEITTQEITQLFHRCQRAVQALPSRARACSEQEGRLLGNVVASLAQALQELSTSFRHAQSGYLKRMKNREERSQHFFDTSVPLMDDGDDNTLYHRGFTEDQLVLVEQNTLMVEEREREIRQIVQSISDLNEIFRDLGAMIVEQGTVLDRIDYNVEQSCIKTEDGLKQLHKAEQYQKKNR.... Result: 1 (interaction). (2) The miRNA is hsa-miR-449c-3p with sequence UUGCUAGUUGCACUCCUCUCUGU. The protein sequence of the target gene is MAESWSGQALQALPATVLGALGSEFLREWEAQDMRVTLFKLLLLWLVLSLLGIQLAWGFYGNTVTGLYHRPGLGGQNGSTPDGSTHFPSWEMAANEPLKTHRE. Result: 0 (no interaction).